This data is from Full USPTO retrosynthesis dataset with 1.9M reactions from patents (1976-2016). The task is: Predict the reactants needed to synthesize the given product. (1) Given the product [CH:17]1([C:14]2[CH:13]=[C:12]([NH:11][C:4]3[C:5]4[S:10][CH:9]=[CH:8][C:6]=4[N:7]=[C:2]([N:30]4[CH2:29][C@@H:28]5[CH2:33][C@H:31]4[CH2:32][N:27]5[C:25]([O:24][C:20]([CH3:23])([CH3:22])[CH3:21])=[O:26])[N:3]=3)[NH:16][N:15]=2)[CH2:19][CH2:18]1, predict the reactants needed to synthesize it. The reactants are: Cl[C:2]1[N:3]=[C:4]([NH:11][C:12]2[NH:16][N:15]=[C:14]([CH:17]3[CH2:19][CH2:18]3)[CH:13]=2)[C:5]2[S:10][CH:9]=[CH:8][C:6]=2[N:7]=1.[C:20]([O:24][C:25]([N:27]1[CH2:32][C@@H:31]2[CH2:33][C@H:28]1[CH2:29][NH:30]2)=[O:26])([CH3:23])([CH3:22])[CH3:21].C(N(C(C)C)CC)(C)C. (2) Given the product [NH2:9][C:3]1[N:4]=[CH:5][N:6]=[C:7]([NH:10][CH2:11][CH:12]2[CH2:13][CH2:14][N:15]([C:18](=[O:20])[CH:42]=[CH2:43])[CH2:16][CH2:17]2)[C:2]=1[C:33]1[CH:34]=[CH:35][C:30]([O:29][C:28]2[CH:39]=[CH:40][CH:41]=[C:26]([F:25])[CH:27]=2)=[CH:31][CH:32]=1, predict the reactants needed to synthesize it. The reactants are: Cl[C:2]1[C:3]([NH2:9])=[N:4][CH:5]=[N:6][C:7]=1Cl.[NH2:10][CH2:11][CH:12]1[CH2:17][CH2:16][N:15]([C:18]([O:20]C(C)(C)C)=O)[CH2:14][CH2:13]1.[F:25][C:26]1[CH:27]=[C:28]([CH:39]=[CH:40][CH:41]=1)[O:29][C:30]1[CH:35]=[CH:34][C:33](B(O)O)=[CH:32][CH:31]=1.[C:42](Cl)(=O)[CH:43]=C. (3) Given the product [Cl:30][C:23]1[CH:24]=[C:25]([F:29])[C:26]([F:28])=[CH:27][C:22]=1[C:20]1[CH:19]=[C:4]2[C:3]([C@:2]3([CH3:1])[C:8]([CH3:10])([CH3:9])[C@H:5]2[CH2:6][CH2:7]3)=[N:33][N:32]=1, predict the reactants needed to synthesize it. The reactants are: [CH3:1][C@@:2]12[C:8]([CH3:10])([CH3:9])[C@@H:5]([CH2:6][CH2:7]1)[C:4](=O)[C:3]2=O.COP([CH2:19][C:20]([C:22]1[CH:27]=[C:26]([F:28])[C:25]([F:29])=[CH:24][C:23]=1[Cl:30])=O)(=O)OC.O.[NH2:32][NH2:33]. (4) Given the product [Br-:21].[CH2:1]([O:3][C:4]([C:6]1[NH:7][C:8]2[C:13]([CH:14]=1)=[CH:12][C:11]([C:15]1[CH:20]=[CH:19][N+:18]([CH:22]([CH3:24])[CH3:23])=[CH:17][CH:16]=1)=[CH:10][CH:9]=2)=[O:5])[CH3:2], predict the reactants needed to synthesize it. The reactants are: [CH2:1]([O:3][C:4]([C:6]1[NH:7][C:8]2[C:13]([CH:14]=1)=[CH:12][C:11]([C:15]1[CH:20]=[CH:19][N:18]=[CH:17][CH:16]=1)=[CH:10][CH:9]=2)=[O:5])[CH3:2].[Br:21][CH:22]([CH3:24])[CH3:23]. (5) The reactants are: [CH2:1]([O:8][C:9]([N:11]1[CH2:15][CH2:14][CH2:13][CH:12]1[C:16]([O:18][CH2:19][CH3:20])=[NH:17])=[O:10])[C:2]1[CH:7]=[CH:6][CH:5]=[CH:4][CH:3]=1.N[C:22]1[C:27](O)=CC=[CH:24][N:23]=1. Given the product [CH2:1]([O:8][C:9]([N:11]1[CH2:15][CH2:14][CH2:13][CH:12]1[C:16]1[O:18][C:19]2[C:24]([N:17]=1)=[N:23][CH:22]=[CH:27][CH:20]=2)=[O:10])[C:2]1[CH:3]=[CH:4][CH:5]=[CH:6][CH:7]=1, predict the reactants needed to synthesize it. (6) The reactants are: Cl[S:2]([CH2:5][CH2:6][CH2:7][NH:8][C:9](=[O:11])[CH3:10])(=[O:4])=[O:3].[OH:12][CH2:13][C:14]([CH3:22])([CH3:21])[C:15]([O:17][CH:18]([CH3:20])[CH3:19])=[O:16].C(N(CC)CC)C. Given the product [C:9]([NH:8][CH2:7][CH2:6][CH2:5][S:2]([O:12][CH2:13][C:14]([CH3:21])([CH3:22])[C:15]([O:17][CH:18]([CH3:19])[CH3:20])=[O:16])(=[O:4])=[O:3])(=[O:11])[CH3:10], predict the reactants needed to synthesize it. (7) Given the product [Cl:25][C:20]1[CH:19]=[C:18]([C:17]([C@@:9]2([CH2:14][CH2:15][CH3:16])[CH2:10][C@H:11]([F:13])[CH2:12][NH:8]2)=[O:26])[CH:23]=[CH:22][C:21]=1[Cl:24], predict the reactants needed to synthesize it. The reactants are: C(OC([N:8]1[CH2:12][CH:11]([F:13])[CH2:10][C@:9]1([C:17](=[O:26])[C:18]1[CH:23]=[CH:22][C:21]([Cl:24])=[C:20]([Cl:25])[CH:19]=1)[CH2:14][CH2:15][CH3:16])=O)(C)(C)C.